This data is from Peptide-MHC class I binding affinity with 185,985 pairs from IEDB/IMGT. The task is: Regression. Given a peptide amino acid sequence and an MHC pseudo amino acid sequence, predict their binding affinity value. This is MHC class I binding data. (1) The MHC is HLA-B39:01 with pseudo-sequence HLA-B39:01. The peptide sequence is VPAERRGVF. The binding affinity (normalized) is 0.0847. (2) The peptide sequence is TFNSLNTDDY. The MHC is HLA-A68:01 with pseudo-sequence HLA-A68:01. The binding affinity (normalized) is 0.232.